This data is from Catalyst prediction with 721,799 reactions and 888 catalyst types from USPTO. The task is: Predict which catalyst facilitates the given reaction. (1) Reactant: Cl.Cl.[O:3]1[CH2:8][CH2:7][CH:6]([N:9]2[CH2:14][CH2:13][NH:12][CH2:11][CH2:10]2)[CH2:5][CH2:4]1.C([O-])(O)=O.[Na+].[N:20]#[C:21]Br.C(Cl)Cl. Product: [O:3]1[CH2:8][CH2:7][CH:6]([N:9]2[CH2:14][CH2:13][N:12]([C:21]#[N:20])[CH2:11][CH2:10]2)[CH2:5][CH2:4]1. The catalyst class is: 8. (2) Reactant: C(O[C:4]([C:6]1[N:11]=[CH:10][C:9]2[N:12]=[C:13]([C:15]([CH3:18])([CH3:17])[CH3:16])[S:14][C:8]=2[C:7]=1[OH:19])=[O:5])C.[NH2:20][CH2:21][C:22]([OH:24])=[O:23]. The catalyst class is: 779. Product: [C:15]([C:13]1[S:14][C:8]2[C:7]([OH:19])=[C:6]([C:4]([NH:20][CH2:21][C:22]([OH:24])=[O:23])=[O:5])[N:11]=[CH:10][C:9]=2[N:12]=1)([CH3:16])([CH3:17])[CH3:18].